Predict the product of the given reaction. From a dataset of Forward reaction prediction with 1.9M reactions from USPTO patents (1976-2016). (1) Given the reactants C([O:8][C:9]1[CH:18]=[C:17]([O:19]CC2C=CC=CC=2)[C:16]([C:27]([CH3:29])=[CH2:28])=[CH:15][C:10]=1[C:11]([O:13][CH3:14])=[O:12])C1C=CC=CC=1.CO, predict the reaction product. The product is: [OH:8][C:9]1[CH:18]=[C:17]([OH:19])[C:16]([CH:27]([CH3:29])[CH3:28])=[CH:15][C:10]=1[C:11]([O:13][CH3:14])=[O:12]. (2) Given the reactants [C:1]([NH:11][C@H:12]([C:16]([O:18][CH2:19][CH:20]([CH2:25][O:26][C:27](=[O:43])[C@H:28]([CH:40]([CH3:42])[CH3:41])[NH:29][C:30]([O:32][CH2:33][C:34]1[CH:39]=[CH:38][CH:37]=[CH:36][CH:35]=1)=[O:31])[CH2:21][C:22]([OH:24])=[O:23])=[O:17])[CH:13]([CH3:15])[CH3:14])([O:3][CH2:4][C:5]1[CH:10]=[CH:9][CH:8]=[CH:7][CH:6]=1)=[O:2].[OH-].C([N+](CCCC)(CCCC)CCCC)CCC.[Cl:62][CH2:63]I, predict the reaction product. The product is: [Cl:62][CH2:63][O:23][C:22](=[O:24])[CH2:21][CH:20]([CH2:25][O:26][C:27](=[O:43])[C@H:28]([CH:40]([CH3:42])[CH3:41])[NH:29][C:30]([O:32][CH2:33][C:34]1[CH:39]=[CH:38][CH:37]=[CH:36][CH:35]=1)=[O:31])[CH2:19][O:18][C:16](=[O:17])[C@H:12]([CH:13]([CH3:15])[CH3:14])[NH:11][C:1]([O:3][CH2:4][C:5]1[CH:6]=[CH:7][CH:8]=[CH:9][CH:10]=1)=[O:2]. (3) Given the reactants [CH3:1][O:2][CH2:3][CH2:4][N:5]1[CH2:11][CH2:10][C:9]2[CH:12]=[C:13]([NH2:16])[CH:14]=[CH:15][C:8]=2[CH2:7][CH2:6]1.Cl[C:18]1[N:23]=[C:22]([NH:24][C:25]2[CH:30]=[CH:29][CH:28]=[CH:27][C:26]=2[S:31]([CH3:34])(=[O:33])=[O:32])[C:21]([Cl:35])=[CH:20][N:19]=1, predict the reaction product. The product is: [Cl:35][C:21]1[C:22]([NH:24][C:25]2[CH:30]=[CH:29][CH:28]=[CH:27][C:26]=2[S:31]([CH3:34])(=[O:33])=[O:32])=[N:23][C:18]([NH:16][C:13]2[CH:14]=[CH:15][C:8]3[CH2:7][CH2:6][N:5]([CH2:4][CH2:3][O:2][CH3:1])[CH2:11][CH2:10][C:9]=3[CH:12]=2)=[N:19][CH:20]=1. (4) Given the reactants CC1(C)C(C)(C)OB([C:9]2[CH:10]=[C:11]([C:24]3[N:29]=[C:28]([C:30]4[CH:35]=[CH:34][C:33]([C:36]([CH3:39])([CH3:38])[CH3:37])=[CH:32][CH:31]=4)[N:27]=[C:26]([C:40]4[CH:45]=[CH:44][C:43]([C:46]([CH3:49])([CH3:48])[CH3:47])=[CH:42][CH:41]=4)[N:25]=3)[CH:12]=[C:13](B3OC(C)(C)C(C)(C)O3)[CH:14]=2)O1.Br[C:52]1[C:65]2[C:56](=[C:57]3[C:62](=[CH:63][CH:64]=2)[CH:61]=[CH:60][CH:59]=[N:58]3)[N:55]=[CH:54][CH:53]=1.[Cl-].[Li+].C(=O)([O-])[O-].[Na+].[Na+], predict the reaction product. The product is: [N:55]1[C:56]2[C:65](=[CH:64][CH:63]=[C:62]3[C:57]=2[N:58]=[CH:59][CH:60]=[CH:61]3)[C:52]([C:13]2[CH:12]=[C:11]([C:24]3[N:25]=[C:26]([C:40]4[CH:41]=[CH:42][C:43]([C:46]([CH3:47])([CH3:48])[CH3:49])=[CH:44][CH:45]=4)[N:27]=[C:28]([C:30]4[CH:31]=[CH:32][C:33]([C:36]([CH3:39])([CH3:37])[CH3:38])=[CH:34][CH:35]=4)[N:29]=3)[CH:10]=[C:9]([C:61]3[C:62]4[C:57](=[C:56]5[C:65](=[CH:64][CH:63]=4)[CH:52]=[CH:53][CH:54]=[N:55]5)[N:58]=[CH:59][CH:60]=3)[CH:14]=2)=[CH:53][CH:54]=1. (5) Given the reactants C([O:8][C:9]1[CH:10]=[C:11]([CH:20]([OH:41])[CH2:21][NH:22][C:23]2([CH2:26][CH2:27][N:28]3[C:33]4[CH:34]=[CH:35][CH:36]=[CH:37][C:32]=4[C:31]([CH3:39])([CH3:38])[O:30][C:29]3=[O:40])[CH2:25][CH2:24]2)[C:12]2[O:17][CH2:16][C:15](=[O:18])[NH:14][C:13]=2[CH:19]=1)C1C=CC=CC=1.[H][H], predict the reaction product. The product is: [OH:41][CH:20]([C:11]1[C:12]2[O:17][CH2:16][C:15](=[O:18])[NH:14][C:13]=2[CH:19]=[C:9]([OH:8])[CH:10]=1)[CH2:21][NH:22][C:23]1([CH2:26][CH2:27][N:28]2[C:33]3[CH:34]=[CH:35][CH:36]=[CH:37][C:32]=3[C:31]([CH3:39])([CH3:38])[O:30][CH:29]2[OH:40])[CH2:25][CH2:24]1.